This data is from Full USPTO retrosynthesis dataset with 1.9M reactions from patents (1976-2016). The task is: Predict the reactants needed to synthesize the given product. (1) Given the product [C:1]([C:3]1[CH:10]=[CH:9][C:6]([CH2:7][N:12]([CH3:11])[CH2:13][CH2:14][C:15]([O:17][C:18]([CH3:20])([CH3:19])[CH3:21])=[O:16])=[CH:5][CH:4]=1)#[N:2], predict the reactants needed to synthesize it. The reactants are: [C:1]([C:3]1[CH:10]=[CH:9][C:6]([CH2:7]Br)=[CH:5][CH:4]=1)#[N:2].[CH3:11][NH:12][CH2:13][CH2:14][C:15]([O:17][C:18]([CH3:21])([CH3:20])[CH3:19])=[O:16]. (2) Given the product [NH2:21][C:22]1[C:27]([C:28]([NH:30][CH2:31][C:32]2[CH:37]=[CH:36][CH:35]=[C:34]([O:38][CH3:39])[CH:33]=2)=[O:29])=[C:26]([NH:1][C@H:2]([C:4]2[N:9]([C:10]3[CH:15]=[CH:14][CH:13]=[CH:12][CH:11]=3)[C:8](=[O:16])[C:7]3=[C:17]([CH3:20])[CH:18]=[CH:19][N:6]3[N:5]=2)[CH3:3])[N:25]=[CH:24][N:23]=1, predict the reactants needed to synthesize it. The reactants are: [NH2:1][C@H:2]([C:4]1[N:9]([C:10]2[CH:15]=[CH:14][CH:13]=[CH:12][CH:11]=2)[C:8](=[O:16])[C:7]2=[C:17]([CH3:20])[CH:18]=[CH:19][N:6]2[N:5]=1)[CH3:3].[NH2:21][C:22]1[C:27]([C:28]([NH:30][CH2:31][C:32]2[CH:37]=[CH:36][CH:35]=[C:34]([O:38][CH3:39])[CH:33]=2)=[O:29])=[C:26](Cl)[N:25]=[CH:24][N:23]=1.CCN(C(C)C)C(C)C.[F-].[Cs+]. (3) Given the product [CH:10]1([C@@H:13]([NH:15][CH2:6][C:5]2[CH:8]=[CH:9][C:2]([F:1])=[CH:3][CH:4]=2)[CH3:14])[CH2:12][CH2:11]1, predict the reactants needed to synthesize it. The reactants are: [F:1][C:2]1[CH:9]=[CH:8][C:5]([CH:6]=O)=[CH:4][CH:3]=1.[CH:10]1([C@@H:13]([NH2:15])[CH3:14])[CH2:12][CH2:11]1.C(O[BH-](OC(=O)C)OC(=O)C)(=O)C.[Na+]. (4) Given the product [C:32]([O:36][C:37](=[O:42])[NH:38][CH2:39][CH2:40][N:3]1[CH2:7][CH2:6][CH:5]([NH:8][C:9]([C:11]2[CH:31]=[CH:30][C:14]3[N:15]([CH3:29])[C:16]([NH:18][C:19]4[S:20][C:21]5[CH:27]=[C:26]([Cl:28])[CH:25]=[CH:24][C:22]=5[N:23]=4)=[N:17][C:13]=3[CH:12]=2)=[O:10])[CH2:4]1)([CH3:35])([CH3:34])[CH3:33], predict the reactants needed to synthesize it. The reactants are: Cl.Cl.[NH:3]1[CH2:7][CH2:6][CH:5]([NH:8][C:9]([C:11]2[CH:31]=[CH:30][C:14]3[N:15]([CH3:29])[C:16]([NH:18][C:19]4[S:20][C:21]5[CH:27]=[C:26]([Cl:28])[CH:25]=[CH:24][C:22]=5[N:23]=4)=[N:17][C:13]=3[CH:12]=2)=[O:10])[CH2:4]1.[C:32]([O:36][C:37](=[O:42])[NH:38][CH2:39][CH:40]=O)([CH3:35])([CH3:34])[CH3:33].[BH-](OC(C)=O)(OC(C)=O)OC(C)=O.[Na+]. (5) The reactants are: [S:1]1[C:5]2[CH:6]=[CH:7][CH:8]=[CH:9][C:4]=2[N:3]=[C:2]1[CH:10]([CH2:17][C:18]1[CH:23]=[CH:22][C:21]([O:24]CC2C=CC=CC=2)=[CH:20][CH:19]=1)[CH2:11][C:12]([O:14][CH2:15][CH3:16])=[O:13].B(F)(F)F.CCOCC. Given the product [S:1]1[C:5]2[CH:6]=[CH:7][CH:8]=[CH:9][C:4]=2[N:3]=[C:2]1[CH:10]([CH2:17][C:18]1[CH:23]=[CH:22][C:21]([OH:24])=[CH:20][CH:19]=1)[CH2:11][C:12]([O:14][CH2:15][CH3:16])=[O:13], predict the reactants needed to synthesize it. (6) Given the product [N+:20]([C:17]1[CH:18]=[CH:19][C:14]([CH2:5][CH2:4][CH2:3][C:1]#[N:2])=[N:15][CH:16]=1)([O-:22])=[O:21], predict the reactants needed to synthesize it. The reactants are: [C:1]([CH2:3][CH2:4][C:5]([C:14]1[CH:19]=[CH:18][C:17]([N+:20]([O-:22])=[O:21])=[CH:16][N:15]=1)(C(OC)=O)C(OC)=O)#[N:2].[Li+].[OH-]. (7) Given the product [Cl:1][C:2]1[CH:3]=[C:4]([CH:8]=[C:9]([OH:11])[CH:10]=1)[C:5]([NH:13][CH2:14][C:15]1[CH:26]=[CH:25][C:24]([C:27]#[N:28])=[CH:23][C:16]=1[O:17][CH2:18][C:19](=[O:20])[NH:21][CH3:22])=[O:7], predict the reactants needed to synthesize it. The reactants are: [Cl:1][C:2]1[CH:3]=[C:4]([CH:8]=[C:9]([OH:11])[CH:10]=1)[C:5]([OH:7])=O.Cl.[NH2:13][CH2:14][C:15]1[CH:26]=[CH:25][C:24]([C:27]#[N:28])=[CH:23][C:16]=1[O:17][CH2:18][C:19]([NH:21][CH3:22])=[O:20]. (8) Given the product [CH3:21][N:19]([CH3:20])[CH2:18][CH2:17][N:12]1[C:11](=[O:22])[C:10]2[CH:23]=[CH:24][CH:25]=[C:8]3[C:9]=2[C:14](=[C:15]2[C:2]([NH:1][C:34](=[O:35])[O:36][C:37]4[CH:42]=[CH:41][C:40]([F:43])=[CH:39][CH:38]=4)=[CH:3][CH:4]=[CH:5][C:6]2=[CH:7]3)[C:13]1=[O:16], predict the reactants needed to synthesize it. The reactants are: [NH2:1][C:2]1[C:15]2[C:6](=[CH:7][C:8]3[C:9]4[C:14]=2[C:13](=[O:16])[N:12]([CH2:17][CH2:18][N:19]([CH3:21])[CH3:20])[C:11](=[O:22])[C:10]=4[CH:23]=[CH:24][CH:25]=3)[CH:5]=[CH:4][CH:3]=1.C(N(CC)CC)C.Cl[C:34]([O:36][C:37]1[CH:42]=[CH:41][C:40]([F:43])=[CH:39][CH:38]=1)=[O:35].C(Cl)Cl.CO.